Dataset: Reaction yield outcomes from USPTO patents with 853,638 reactions. Task: Predict the reaction yield, written as a fraction of the theoretical maximum amount of product (1.0 means a 100% yield; for example, 0.34 means a 34% yield). (1) The reactants are [NH2:1][C:2]1[CH:36]=[CH:35][C:5]([O:6][C:7]2[CH:12]=[CH:11][N:10]=[C:9]3[CH:13]=[C:14]([C:16]4[N:17]([CH3:34])[C:18]([CH2:21][N:22]([CH2:30][CH2:31][O:32][CH3:33])[C:23](=[O:29])[O:24][C:25]([CH3:28])([CH3:27])[CH3:26])=[CH:19][N:20]=4)[S:15][C:8]=23)=[C:4]([F:37])[CH:3]=1.[N:38]([CH:41]([CH3:43])[CH3:42])=[C:39]=[O:40].CC(=O)OCC.CCCCCC. The product is [F:37][C:4]1[CH:3]=[C:2]([NH:1][C:39]([NH:38][CH:41]([CH3:43])[CH3:42])=[O:40])[CH:36]=[CH:35][C:5]=1[O:6][C:7]1[CH:12]=[CH:11][N:10]=[C:9]2[CH:13]=[C:14]([C:16]3[N:17]([CH3:34])[C:18]([CH2:21][N:22]([CH2:30][CH2:31][O:32][CH3:33])[C:23](=[O:29])[O:24][C:25]([CH3:28])([CH3:27])[CH3:26])=[CH:19][N:20]=3)[S:15][C:8]=12. The catalyst is CO.CC(=O)OCC. The yield is 0.646. (2) The reactants are [NH:1]1[C:9]2[C:4](=[CH:5][CH:6]=[CH:7][CH:8]=2)[CH:3]=[C:2]1[CH:10]=O.[NH:12]1[C:16]2[CH:17]=[CH:18][CH:19]=[CH:20][C:15]=2[N:14]=[C:13]1[CH2:21][N:22]([CH:28]1[C:37]2[N:36]=[CH:35][CH:34]=[CH:33][C:32]=2[CH2:31][CH2:30][CH2:29]1)[CH2:23][CH2:24][CH2:25][CH2:26][NH2:27].[BH4-].[Na+]. The catalyst is CO. The product is [NH:12]1[C:16]2[CH:17]=[CH:18][CH:19]=[CH:20][C:15]=2[N:14]=[C:13]1[CH2:21][N:22]([CH:28]1[C:37]2[N:36]=[CH:35][CH:34]=[CH:33][C:32]=2[CH2:31][CH2:30][CH2:29]1)[CH2:23][CH2:24][CH2:25][CH2:26][NH:27][CH2:10][C:2]1[NH:1][C:9]2[C:4]([CH:3]=1)=[CH:5][CH:6]=[CH:7][CH:8]=2. The yield is 0.530. (3) The reactants are [Br:1][CH2:2][CH2:3][CH2:4][CH2:5][C:6]([CH3:21])([C:15]1[CH:20]=[CH:19][CH:18]=[CH:17][CH:16]=1)[CH2:7][O:8][CH:9]1[CH2:14][CH2:13][CH2:12][CH2:11][O:10]1.Br[CH2:23]CCCC(C)(C1C=CC(C)=CC=1)CO.O1C=CCCC1. The catalyst is ClCl.O.C1(C)C=CC(S(O)(=O)=O)=CC=1. The product is [Br:1][CH2:2][CH2:3][CH2:4][CH2:5][C:6]([CH3:21])([C:15]1[CH:16]=[CH:17][C:18]([CH3:23])=[CH:19][CH:20]=1)[CH2:7][O:8][CH:9]1[CH2:14][CH2:13][CH2:12][CH2:11][O:10]1. The yield is 0.930. (4) The reactants are [CH:1]1[N:9]=[C:8](Br)[C:7]2[C:3](=[N:4][S:5][N:6]=2)[C:2]=1[Br:11].[CH2:12]([C:28]1([CH2:65][CH2:66][CH2:67][CH2:68][CH2:69][CH2:70][CH2:71][CH2:72][CH2:73][CH2:74][CH2:75][CH2:76][CH2:77][CH2:78][CH2:79][CH3:80])[C:51]2[CH:50]=[C:49]([Sn](CCCC)(CCCC)CCCC)[S:48][C:47]=2[C:30]2[S:31][C:32]([Sn:34]([CH2:43][CH2:44][CH2:45][CH3:46])([CH2:39][CH2:40][CH2:41][CH3:42])[CH2:35][CH2:36][CH2:37][CH3:38])=[CH:33][C:29]1=2)[CH2:13][CH2:14][CH2:15][CH2:16][CH2:17][CH2:18][CH2:19][CH2:20][CH2:21][CH2:22][CH2:23][CH2:24][CH2:25][CH2:26][CH3:27]. The catalyst is C1C=CC([P]([Pd]([P](C2C=CC=CC=2)(C2C=CC=CC=2)C2C=CC=CC=2)([P](C2C=CC=CC=2)(C2C=CC=CC=2)C2C=CC=CC=2)[P](C2C=CC=CC=2)(C2C=CC=CC=2)C2C=CC=CC=2)(C2C=CC=CC=2)C2C=CC=CC=2)=CC=1.C1(C)C=CC=CC=1. The product is [Br:11][C:2]1[C:3]2[C:7](=[N:6][S:5][N:4]=2)[C:8]([C:49]2[S:48][C:47]3[C:30]4[S:31][C:32]([Sn:34]([CH2:43][CH2:44][CH2:45][CH3:46])([CH2:35][CH2:36][CH2:37][CH3:38])[CH2:39][CH2:40][CH2:41][CH3:42])=[CH:33][C:29]=4[C:28]([CH2:65][CH2:66][CH2:67][CH2:68][CH2:69][CH2:70][CH2:71][CH2:72][CH2:73][CH2:74][CH2:75][CH2:76][CH2:77][CH2:78][CH2:79][CH3:80])([CH2:12][CH2:13][CH2:14][CH2:15][CH2:16][CH2:17][CH2:18][CH2:19][CH2:20][CH2:21][CH2:22][CH2:23][CH2:24][CH2:25][CH2:26][CH3:27])[C:51]=3[CH:50]=2)=[N:9][CH:1]=1. The yield is 0.250.